Dataset: Forward reaction prediction with 1.9M reactions from USPTO patents (1976-2016). Task: Predict the product of the given reaction. (1) Given the reactants [NH2:1][C:2]1[C:7]([NH2:8])=[CH:6][C:5]([Br:9])=[CH:4][N:3]=1.Cl[CH2:11][C:12](=O)[CH3:13].C(O)C, predict the reaction product. The product is: [Br:9][C:5]1[CH:6]=[C:7]([NH2:8])[C:2]2[N:3]([CH:11]=[C:12]([CH3:13])[N:1]=2)[CH:4]=1. (2) The product is: [Cl:33][C:30]1[CH:31]=[CH:32][C:27]([CH:24]2[C:23]3[N:18]=[C:16]([NH:15][C:5]4[CH:6]=[CH:7][C:8]([N:9]5[CH:13]=[C:12]([CH3:14])[N:11]=[CH:10]5)=[C:3]([O:2][CH3:1])[CH:4]=4)[S:17][C:22]=3[CH2:21][CH2:20][CH2:25]2)=[CH:28][CH:29]=1. Given the reactants [CH3:1][O:2][C:3]1[CH:4]=[C:5]([NH:15][C:16]([NH2:18])=[S:17])[CH:6]=[CH:7][C:8]=1[N:9]1[CH:13]=[C:12]([CH3:14])[N:11]=[CH:10]1.Br[CH:20]1[C:25](=O)[CH:24]([C:27]2[CH:32]=[CH:31][C:30]([Cl:33])=[CH:29][CH:28]=2)[CH2:23][CH2:22][CH2:21]1, predict the reaction product. (3) Given the reactants Br[C:2]1[CH:3]=[CH:4][C:5]([N:8]2[CH2:14][CH2:13][CH2:12][N:11]([C:15]3[CH:20]=[CH:19][C:18](Br)=[CH:17][N:16]=3)[CH2:10][CH2:9]2)=[N:6][CH:7]=1.[C:22]([C:26]1[CH:31]=[CH:30][C:29](B(O)O)=[CH:28][CH:27]=1)([CH3:25])([CH3:24])[CH3:23], predict the reaction product. The product is: [C:22]([C:26]1[CH:31]=[CH:30][C:29]([C:2]2[CH:3]=[CH:4][C:5]([N:8]3[CH2:14][CH2:13][CH2:12][N:11]([C:15]4[CH:20]=[CH:19][C:18]([C:29]5[CH:30]=[CH:31][C:26]([C:22]([CH3:25])([CH3:24])[CH3:23])=[CH:27][CH:28]=5)=[CH:17][N:16]=4)[CH2:10][CH2:9]3)=[N:6][CH:7]=2)=[CH:28][CH:27]=1)([CH3:25])([CH3:24])[CH3:23]. (4) Given the reactants [N:1]1[C:10]2[CH:9]([NH:11][CH2:12][CH2:13][CH2:14][CH2:15][NH:16]C(=O)OC(C)(C)C)[CH2:8][CH2:7][CH2:6][C:5]=2[CH:4]=[CH:3][CH:2]=1.[CH3:24][C:25]1[N:30]2[CH:31]=[C:32]([CH:34]=O)[N:33]=[C:29]2[CH:28]=[CH:27][CH:26]=1, predict the reaction product. The product is: [CH3:24][C:25]1[N:30]2[CH:31]=[C:32]([CH2:34][N:11]([CH:9]3[C:10]4[N:1]=[CH:2][CH:3]=[CH:4][C:5]=4[CH2:6][CH2:7][CH2:8]3)[CH2:12][CH2:13][CH2:14][CH2:15][NH2:16])[N:33]=[C:29]2[CH:28]=[CH:27][CH:26]=1. (5) The product is: [Cl:8][C:9]1[CH:14]=[C:13]([C:15]([F:17])([F:18])[F:16])[CH:12]=[C:11]([O:19][CH2:2][O:3][CH3:4])[CH:10]=1. Given the reactants Cl[CH2:2][O:3][CH3:4].CC#N.[Cl:8][C:9]1[CH:10]=[C:11]([OH:19])[CH:12]=[C:13]([C:15]([F:18])([F:17])[F:16])[CH:14]=1.C([O-])([O-])=O.[Cs+].[Cs+], predict the reaction product. (6) Given the reactants [C:1]([C:4]1[CH:5]=[C:6]([C:10]2[CH:11]=[C:12]3[C:16](=[CH:17][CH:18]=2)[NH:15][C:14]2[C:19]([CH3:23])=[N:20][CH:21]=[CH:22][C:13]3=2)[CH:7]=[CH:8][CH:9]=1)(=[O:3])[CH3:2].[BH4-].[Na+], predict the reaction product. The product is: [OH:3][CH:1]([C:4]1[CH:5]=[C:6]([C:10]2[CH:11]=[C:12]3[C:16](=[CH:17][CH:18]=2)[NH:15][C:14]2[C:19]([CH3:23])=[N:20][CH:21]=[CH:22][C:13]3=2)[CH:7]=[CH:8][CH:9]=1)[CH3:2]. (7) Given the reactants [C:1]([O:5][C:6]([N:8]1[CH2:15][CH:14]2[N:16]([C:17]([O:19][C:20]([CH3:23])([CH3:22])[CH3:21])=[O:18])[CH:10]([CH2:11][C:12]([C:40]3[S:44][C:43]([O:45][CH2:46][CH2:47][OH:48])=[N:42][CH:41]=3)=[C:13]2[C:24](=[O:39])[N:25]([CH:36]2[CH2:38][CH2:37]2)[CH2:26][C:27]2[CH:32]=[CH:31][CH:30]=[C:29]([O:33][CH3:34])[C:28]=2[CH3:35])[CH2:9]1)=[O:7])([CH3:4])([CH3:3])[CH3:2].[Cl:49][C:50]1[C:55]([F:56])=[CH:54][CH:53]=[C:52]([F:57])[C:51]=1O, predict the reaction product. The product is: [C:1]([O:5][C:6]([N:8]1[CH2:15][CH:14]2[N:16]([C:17]([O:19][C:20]([CH3:21])([CH3:23])[CH3:22])=[O:18])[CH:10]([CH2:11][C:12]([C:40]3[S:44][C:43]([O:45][CH2:46][CH2:47][O:48][C:51]4[C:52]([F:57])=[CH:53][CH:54]=[C:55]([F:56])[C:50]=4[Cl:49])=[N:42][CH:41]=3)=[C:13]2[C:24](=[O:39])[N:25]([CH:36]2[CH2:37][CH2:38]2)[CH2:26][C:27]2[CH:32]=[CH:31][CH:30]=[C:29]([O:33][CH3:34])[C:28]=2[CH3:35])[CH2:9]1)=[O:7])([CH3:2])([CH3:3])[CH3:4].